Dataset: Full USPTO retrosynthesis dataset with 1.9M reactions from patents (1976-2016). Task: Predict the reactants needed to synthesize the given product. (1) The reactants are: [CH:1](NC(C)C)(C)C.C([Li])CCC.CCCCCC.[CH2:19]([O:21][C:22]([CH:24]1[CH2:29][CH2:28][N:27]([C:30](=[O:37])[C:31]2[CH:36]=[CH:35][CH:34]=[CH:33][CH:32]=2)[CH2:26][CH2:25]1)=[O:23])[CH3:20].CI. Given the product [CH2:19]([O:21][C:22]([C:24]1([CH3:1])[CH2:25][CH2:26][N:27]([C:30](=[O:37])[C:31]2[CH:32]=[CH:33][CH:34]=[CH:35][CH:36]=2)[CH2:28][CH2:29]1)=[O:23])[CH3:20], predict the reactants needed to synthesize it. (2) Given the product [CH2:1]([N:8]1[CH2:16][CH2:17][NH:18][CH:10]([CH2:11][C:12]([O:14][CH3:15])=[O:13])[CH2:9]1)[C:2]1[CH:7]=[CH:6][CH:5]=[CH:4][CH:3]=1, predict the reactants needed to synthesize it. The reactants are: [CH2:1]([N:8]([CH2:16][CH2:17][NH:18]C(C1C=CC=CC=1)(C1C=CC=CC=1)C1C=CC=CC=1)[CH2:9]/[CH:10]=[CH:11]/[C:12]([O:14][CH3:15])=[O:13])[C:2]1[CH:7]=[CH:6][CH:5]=[CH:4][CH:3]=1.Cl.O1CCOCC1. (3) Given the product [Cl:1][C:2]1[N:7]=[CH:6][C:5]2[C:8]([N:19]3[CH2:20][C:16]([CH3:22])([CH3:15])[NH:17][C:18]3=[O:21])=[N:9][N:10]([CH:11]([CH3:13])[CH3:12])[C:4]=2[CH:3]=1, predict the reactants needed to synthesize it. The reactants are: [Cl:1][C:2]1[N:7]=[CH:6][C:5]2[C:8](I)=[N:9][N:10]([CH:11]([CH3:13])[CH3:12])[C:4]=2[CH:3]=1.[CH3:15][C:16]1([CH3:22])[CH2:20][NH:19][C:18](=[O:21])[NH:17]1.C1(P(C2C=CC=CC=2)C2C3OC4C(=CC=CC=4P(C4C=CC=CC=4)C4C=CC=CC=4)C(C)(C)C=3C=CC=2)C=CC=CC=1.C(=O)([O-])[O-].[Cs+].[Cs+]. (4) Given the product [Cl:29][C:26]1[CH:25]=[CH:24][C:23]([CH2:22][C:14]2[C:11]3[C:12](=[O:13])[N:7]([CH2:6][CH2:5][CH2:4][OH:3])[C:8](=[O:31])[N:9]([CH3:30])[C:10]=3[N:17]=[CH:16][C:15]=2[O:18][CH:19]([CH3:20])[CH3:21])=[CH:28][CH:27]=1, predict the reactants needed to synthesize it. The reactants are: C([O:3][CH2:4][CH2:5][CH2:6][N:7]1[C:12](=[O:13])[C:11]2[C:14]([CH2:22][C:23]3[CH:28]=[CH:27][C:26]([Cl:29])=[CH:25][CH:24]=3)=[C:15]([O:18][CH:19]([CH3:21])[CH3:20])[CH:16]=[N:17][C:10]=2[N:9]([CH3:30])[C:8]1=[O:31])=O.O[Li].O. (5) Given the product [CH:32]1([C:17]2[C:16]([CH:14]([O:13][C:10]3[CH:11]=[CH:12][C:7]([O:6][CH2:5][C:4]([OH:36])=[O:3])=[C:8]([CH3:35])[CH:9]=3)[CH3:15])=[CH:21][N:20]=[C:19]([C:22]3[CH:23]=[CH:24][C:25]([C:28]([F:30])([F:31])[F:29])=[CH:26][CH:27]=3)[N:18]=2)[CH2:33][CH2:34]1, predict the reactants needed to synthesize it. The reactants are: C([O:3][C:4](=[O:36])[CH2:5][O:6][C:7]1[CH:12]=[CH:11][C:10]([O:13][CH:14]([C:16]2[C:17]([CH:32]3[CH2:34][CH2:33]3)=[N:18][C:19]([C:22]3[CH:27]=[CH:26][C:25]([C:28]([F:31])([F:30])[F:29])=[CH:24][CH:23]=3)=[N:20][CH:21]=2)[CH3:15])=[CH:9][C:8]=1[CH3:35])C.[Li+].[OH-]. (6) The reactants are: [CH2:1]([C:3]1[C:7]([N+:8]([O-:10])=[O:9])=[C:6]([C:11]([NH2:13])=[O:12])[NH:5][N:4]=1)[CH3:2].CC1C=CC(S(O[CH2:25][C@@H:26]2[CH2:30][CH2:29][CH2:28][N:27]2[C:31]([O:33][C:34]([CH3:37])([CH3:36])[CH3:35])=[O:32])(=O)=O)=CC=1.C(=O)([O-])[O-].[Cs+].[Cs+]. Given the product [NH2:13][C:11]([C:6]1[C:7]([N+:8]([O-:10])=[O:9])=[C:3]([CH2:1][CH3:2])[N:4]([CH2:25][C@@H:26]2[CH2:30][CH2:29][CH2:28][N:27]2[C:31]([O:33][C:34]([CH3:35])([CH3:37])[CH3:36])=[O:32])[N:5]=1)=[O:12], predict the reactants needed to synthesize it. (7) Given the product [Cl:25][C:26]1[CH:31]=[CH:30][C:29]([C:2]2[CH:3]=[CH:4][C:5]3[O:11][CH2:10][CH2:9][N:8]4[CH:12]=[C:13]([C:15]5[N:19]([CH:20]([CH3:21])[CH3:22])[N:18]=[C:17]([NH2:23])[N:16]=5)[N:14]=[C:7]4[C:6]=3[CH:24]=2)=[CH:28][CH:27]=1, predict the reactants needed to synthesize it. The reactants are: Br[C:2]1[CH:3]=[CH:4][C:5]2[O:11][CH2:10][CH2:9][N:8]3[CH:12]=[C:13]([C:15]4[N:19]([CH:20]([CH3:22])[CH3:21])[N:18]=[C:17]([NH2:23])[N:16]=4)[N:14]=[C:7]3[C:6]=2[CH:24]=1.[Cl:25][C:26]1[CH:31]=[CH:30][C:29](B(O)O)=[CH:28][CH:27]=1.C([O-])([O-])=O.[Cs+].[Cs+].O. (8) Given the product [CH2:1]([N:8]1[CH:16]=[C:15]2[C:10]([CH:11]=[C:12]([C:17]3[CH:18]=[C:19]([C:27]4[CH:32]=[CH:31][CH:30]=[C:29]([CH2:33][N:43]5[CH2:47][CH2:46][CH2:45][CH2:44]5)[CH:28]=4)[N:20]4[C:25]=3[C:24]([NH2:26])=[N:23][CH:22]=[N:21]4)[CH:13]=[CH:14]2)=[N:9]1)[C:2]1[CH:7]=[CH:6][CH:5]=[CH:4][CH:3]=1, predict the reactants needed to synthesize it. The reactants are: [CH2:1]([N:8]1[CH:16]=[C:15]2[C:10]([CH:11]=[C:12]([C:17]3[CH:18]=[C:19]([C:27]4[CH:32]=[CH:31][CH:30]=[C:29]([CH2:33]Cl)[CH:28]=4)[N:20]4[C:25]=3[C:24]([NH2:26])=[N:23][CH:22]=[N:21]4)[CH:13]=[CH:14]2)=[N:9]1)[C:2]1[CH:7]=[CH:6][CH:5]=[CH:4][CH:3]=1.[O-]P([O-])([O-])=O.[K+].[K+].[K+].[NH:43]1[CH2:47][CH2:46][CH2:45][CH2:44]1. (9) Given the product [CH2:7]([C:14]1[S:18][C:17]([S:19]([Cl:25])(=[O:22])=[O:20])=[CH:16][CH:15]=1)[C:8]1[CH:13]=[CH:12][CH:11]=[CH:10][CH:9]=1, predict the reactants needed to synthesize it. The reactants are: P(Cl)(Cl)(Cl)(Cl)Cl.[CH2:7]([C:14]1[S:18][C:17]([S:19]([OH:22])(=O)=[O:20])=[CH:16][CH:15]=1)[C:8]1[CH:13]=[CH:12][CH:11]=[CH:10][CH:9]=1.P(Cl)(Cl)([Cl:25])=O. (10) Given the product [CH3:8][C:9]1[CH:13]=[C:12]([CH3:14])[N:11]([CH:15]([C:17]2[C:18]3[CH2:41][N:40]([C:1](=[O:3])[CH3:2])[CH2:39][CH2:38][C:19]=3[N:20]=[C:21]([NH:23][C:24]3[CH:29]=[CH:28][C:27]([N:30]4[CH:34]=[C:33]([CH3:35])[N:32]=[CH:31]4)=[C:26]([O:36][CH3:37])[CH:25]=3)[N:22]=2)[CH3:16])[N:10]=1, predict the reactants needed to synthesize it. The reactants are: [C:1](OC(=O)C)(=[O:3])[CH3:2].[CH3:8][C:9]1[CH:13]=[C:12]([CH3:14])[N:11]([CH:15]([C:17]2[C:18]3[CH2:41][NH:40][CH2:39][CH2:38][C:19]=3[N:20]=[C:21]([NH:23][C:24]3[CH:29]=[CH:28][C:27]([N:30]4[CH:34]=[C:33]([CH3:35])[N:32]=[CH:31]4)=[C:26]([O:36][CH3:37])[CH:25]=3)[N:22]=2)[CH3:16])[N:10]=1.